From a dataset of Catalyst prediction with 721,799 reactions and 888 catalyst types from USPTO. Predict which catalyst facilitates the given reaction. Reactant: [CH3:1][O:2][C:3](=[O:20])[C:4]1[CH:9]=[CH:8][CH:7]=[C:6]([O:10][C@H:11]([C:13]([O:15]C(C)(C)C)=[O:14])[CH3:12])[CH:5]=1.FC(F)(F)C(O)=O. Product: [CH3:1][O:2][C:3](=[O:20])[C:4]1[CH:9]=[CH:8][CH:7]=[C:6]([O:10][C@H:11]([C:13]([OH:15])=[O:14])[CH3:12])[CH:5]=1. The catalyst class is: 34.